From a dataset of Catalyst prediction with 721,799 reactions and 888 catalyst types from USPTO. Predict which catalyst facilitates the given reaction. (1) Reactant: [C:1]([O:5][C:6]([N:8]1[CH2:13][CH2:12][N:11]([C:14]([C:16]2[C:17]3[C:31]([CH:32]=[CH2:33])=[N:30][N:29]([CH:34]4[CH2:39][CH2:38][CH2:37][CH2:36][O:35]4)[C:18]=3[N:19]=[C:20]([C:22]3[CH:27]=[CH:26][C:25]([OH:28])=[CH:24][CH:23]=3)[CH:21]=2)=[O:15])[CH2:10][CH2:9]1)=[O:7])([CH3:4])([CH3:3])[CH3:2].N1C=CN=C1.[C:45]([Si:49](Cl)([CH3:51])[CH3:50])([CH3:48])([CH3:47])[CH3:46].O. Product: [C:1]([O:5][C:6]([N:8]1[CH2:9][CH2:10][N:11]([C:14]([C:16]2[C:17]3[C:31]([CH:32]=[CH2:33])=[N:30][N:29]([CH:34]4[CH2:39][CH2:38][CH2:37][CH2:36][O:35]4)[C:18]=3[N:19]=[C:20]([C:22]3[CH:27]=[CH:26][C:25]([O:28][Si:49]([C:45]([CH3:48])([CH3:47])[CH3:46])([CH3:51])[CH3:50])=[CH:24][CH:23]=3)[CH:21]=2)=[O:15])[CH2:12][CH2:13]1)=[O:7])([CH3:2])([CH3:3])[CH3:4]. The catalyst class is: 4. (2) Reactant: [C:1]([O:11][CH3:12])(=[O:10])[CH:2]=[CH:3][C:4]1[CH:9]=[CH:8][CH:7]=[CH:6][CH:5]=1.[N+:13]([CH3:16])([O-:15])=[O:14].CN(C)C(N(C)C)=N.Cl. Product: [CH3:12][O:11][C:1](=[O:10])[CH2:2][CH:3]([C:4]1[CH:5]=[CH:6][CH:7]=[CH:8][CH:9]=1)[CH2:16][N+:13]([O-:15])=[O:14]. The catalyst class is: 27.